This data is from Forward reaction prediction with 1.9M reactions from USPTO patents (1976-2016). The task is: Predict the product of the given reaction. (1) Given the reactants [CH2:1]([O:8][C:9](=[O:34])[CH2:10][CH2:11][CH:12]1[CH:17]([CH:18]=[O:19])[CH2:16][CH2:15][N:14]([C:20]2[C:30]([C:31]#[N:32])=[CH:29][C:23]([C:24]([O:26][CH2:27][CH3:28])=[O:25])=[C:22]([CH3:33])[N:21]=2)[CH2:13]1)[C:2]1[CH:7]=[CH:6][CH:5]=[CH:4][CH:3]=1.[O-:35]Cl=O.[Na+], predict the reaction product. The product is: [CH2:1]([O:8][C:9](=[O:34])[CH2:10][CH2:11][CH:12]1[CH:17]([C:18]([OH:35])=[O:19])[CH2:16][CH2:15][N:14]([C:20]2[C:30]([C:31]#[N:32])=[CH:29][C:23]([C:24]([O:26][CH2:27][CH3:28])=[O:25])=[C:22]([CH3:33])[N:21]=2)[CH2:13]1)[C:2]1[CH:3]=[CH:4][CH:5]=[CH:6][CH:7]=1. (2) Given the reactants C(OC(=O)[NH:7][CH2:8][CH:9]1[CH2:14][CH2:13][CH2:12][CH:11]([C:15](=[O:29])[NH:16][C:17]2[CH:26]=[CH:25][CH:24]=[C:23]3[C:18]=2[N:19]=[C:20]([O:27][CH3:28])[CH:21]=[N:22]3)[CH2:10]1)(C)(C)C.B(F)(F)F.CCOCC, predict the reaction product. The product is: [CH3:28][O:27][C:20]1[CH:21]=[N:22][C:23]2[C:18]([N:19]=1)=[C:17]([NH:16][C:15]([CH:11]1[CH2:12][CH2:13][CH2:14][CH:9]([CH2:8][NH2:7])[CH2:10]1)=[O:29])[CH:26]=[CH:25][CH:24]=2. (3) Given the reactants [Cl:1][C:2]1[CH:7]=[C:6]([CH3:8])[CH:5]=[CH:4][C:3]=1[C:9](=[O:11])[CH3:10].ClC1C=CC=CC=1.[Br:19]N1C(=O)CCC1=O, predict the reaction product. The product is: [Br:19][CH2:8][C:6]1[CH:5]=[CH:4][C:3]([C:9](=[O:11])[CH3:10])=[C:2]([Cl:1])[CH:7]=1.